From a dataset of Full USPTO retrosynthesis dataset with 1.9M reactions from patents (1976-2016). Predict the reactants needed to synthesize the given product. (1) Given the product [F:37][C:38]1[CH:45]=[CH:44][C:41]([CH2:42][N:16]([CH2:17][CH2:18][CH2:19][CH2:20][NH:21][C:22]([NH:24][C:25]2[CH:30]=[CH:29][CH:28]=[C:27]([C:31]3[N:35]([CH3:36])[N:34]=[N:33][N:32]=3)[CH:26]=2)=[O:23])[CH3:15])=[CH:40][C:39]=1[CH3:46], predict the reactants needed to synthesize it. The reactants are: C(O[BH-](OC(=O)C)OC(=O)C)(=O)C.[Na+].[CH3:15][NH:16][CH2:17][CH2:18][CH2:19][CH2:20][NH:21][C:22]([NH:24][C:25]1[CH:30]=[CH:29][CH:28]=[C:27]([C:31]2[N:35]([CH3:36])[N:34]=[N:33][N:32]=2)[CH:26]=1)=[O:23].[F:37][C:38]1[CH:45]=[CH:44][C:41]([CH:42]=O)=[CH:40][C:39]=1[CH3:46]. (2) Given the product [CH3:2][CH2:3][CH2:4][CH2:5][CH2:6][CH:7]=[C:49]([C:51]1[CH:56]=[CH:55][C:54]([O:57][CH3:58])=[C:53]([C:59]([O:61][CH3:62])=[O:60])[CH:52]=1)[C:48]1[CH:63]=[CH:64][C:45]([O:44][CH3:43])=[C:46]([C:65]([O:67][CH3:68])=[O:66])[CH:47]=1, predict the reactants needed to synthesize it. The reactants are: [Br-].[CH2:2]([P+](C1C=CC=CC=1)(C1C=CC=CC=1)C1C=CC=CC=1)[CH2:3][CH2:4][CH2:5][CH2:6][CH3:7].C1C=CC=CC=1.C[Si]([N-][Si](C)(C)C)(C)C.[Na+].[CH3:43][O:44][C:45]1[CH:64]=[CH:63][C:48]([C:49]([C:51]2[CH:56]=[CH:55][C:54]([O:57][CH3:58])=[C:53]([C:59]([O:61][CH3:62])=[O:60])[CH:52]=2)=O)=[CH:47][C:46]=1[C:65]([O:67][CH3:68])=[O:66]. (3) Given the product [C:1]([O:5][C:6]([N:8]1[CH2:9][CH2:10][N:11]([C:14]2[CH:19]=[C:18]([C:52](=[O:54])[CH3:53])[CH:17]=[CH:16][C:15]=2[CH:37]2[CH2:38][C:39]([CH3:46])([CH3:45])[CH2:40][C:41]([CH3:43])([CH3:44])[CH2:42]2)[CH2:12][CH2:13]1)=[O:7])([CH3:2])([CH3:4])[CH3:3], predict the reactants needed to synthesize it. The reactants are: [C:1]([O:5][C:6]([N:8]1[CH2:13][CH2:12][N:11]([C:14]2[CH:19]=[C:18](OS(C(F)(F)C(F)(F)C(F)(F)C(F)(F)F)(=O)=O)[CH:17]=[CH:16][C:15]=2[CH:37]2[CH2:42][C:41]([CH3:44])([CH3:43])[CH2:40][C:39]([CH3:46])([CH3:45])[CH2:38]2)[CH2:10][CH2:9]1)=[O:7])([CH3:4])([CH3:3])[CH3:2].C([Sn](CCCC)(CCCC)[C:52]([O:54]CC)=[CH2:53])CCC.[Cl-].[Li+].C(=O)([O-])O.[Na+]. (4) Given the product [CH3:1][C:2]1[N:3]([CH2:14][C:15]([C:17]2[CH:22]=[CH:21][CH:20]=[CH:19][CH:18]=2)=[O:16])[CH:4]=[CH:5][N:6]=1, predict the reactants needed to synthesize it. The reactants are: [CH3:1][C:2]1[NH:3][CH:4]=[CH:5][N:6]=1.C([O-])([O-])=O.[K+].[K+].Br[CH2:14][C:15]([C:17]1[CH:22]=[CH:21][CH:20]=[CH:19][CH:18]=1)=[O:16]. (5) Given the product [CH2:43]([C:20]1[C:21]2[C:30](=[CH:29][C:28]3[C:23]([CH:22]=2)=[C:24]([CH2:40][CH2:41][CH3:42])[C:25]([CH2:37][CH2:38][CH3:39])=[C:26]([CH2:34][CH2:35][CH3:36])[C:27]=3[CH2:31][CH2:32][CH3:33])[C:17]([CH2:14][CH2:15][CH3:16])=[C:18]([CH2:49][CH2:50][CH3:51])[C:19]=1[CH2:46][CH2:47][CH3:48])[CH2:44][CH3:45], predict the reactants needed to synthesize it. The reactants are: [Li]CCCC.CN(C)CCN(C)C.[CH2:14]([C:17]1[C:30]2[CH2:29][C:28]3[C:23](=[C:24]([CH2:40][CH2:41][CH3:42])[C:25]([CH2:37][CH2:38][CH3:39])=[C:26]([CH2:34][CH2:35][CH3:36])[C:27]=3[CH2:31][CH2:32][CH3:33])[CH2:22][C:21]=2[C:20]([CH2:43][CH2:44][CH3:45])=[C:19]([CH2:46][CH2:47][CH3:48])[C:18]=1[CH2:49][CH2:50][CH3:51])[CH2:15][CH3:16].CI.